Task: Predict which catalyst facilitates the given reaction.. Dataset: Catalyst prediction with 721,799 reactions and 888 catalyst types from USPTO (1) Reactant: [NH2:1][C:2]([CH3:6])([CH3:5])[C:3]#[N:4].C([O-])([O-])=O.[Na+].[Na+].[CH2:13]([O:20][C:21](Cl)=[O:22])[C:14]1[CH:19]=[CH:18][CH:17]=[CH:16][CH:15]=1. Product: [C:3]([C:2]([NH:1][C:21](=[O:22])[O:20][CH2:13][C:14]1[CH:19]=[CH:18][CH:17]=[CH:16][CH:15]=1)([CH3:6])[CH3:5])#[N:4]. The catalyst class is: 6. (2) Reactant: [CH2:1]([O:8][C:9]([N:11]1[CH2:15][CH2:14][CH2:13][C@H:12]1[C:16](Cl)=[O:17])=[O:10])[C:2]1[CH:7]=[CH:6][CH:5]=[CH:4][CH:3]=1.[NH:19]1[C:27]2[C:22](=[CH:23][CH:24]=[CH:25][CH:26]=2)[CH2:21][CH2:20]1.N1C=CC=CC=1. Product: [CH2:1]([O:8][C:9]([N:11]1[CH2:15][CH2:14][CH2:13][C@H:12]1[C:16]([N:19]1[C:27]2[C:22](=[CH:23][CH:24]=[CH:25][CH:26]=2)[CH2:21][CH2:20]1)=[O:17])=[O:10])[C:2]1[CH:7]=[CH:6][CH:5]=[CH:4][CH:3]=1. The catalyst class is: 4. (3) Reactant: [N:1]1[CH:6]=[CH:5][CH:4]=[CH:3][C:2]=1[O:7][C@H:8]1[C@@H:13]2[CH2:14][C@@H:10]([CH2:11][N:12]2C(OC(C)(C)C)=O)[CH2:9]1.Cl. Product: [N:1]1[CH:6]=[CH:5][CH:4]=[CH:3][C:2]=1[O:7][C@H:8]1[C@@H:13]2[CH2:14][C@@H:10]([CH2:11][NH:12]2)[CH2:9]1. The catalyst class is: 817.